From a dataset of Full USPTO retrosynthesis dataset with 1.9M reactions from patents (1976-2016). Predict the reactants needed to synthesize the given product. (1) Given the product [C:7]1([C:1]2[CH:6]=[CH:5][CH:4]=[CH:3][CH:2]=2)[CH:12]=[CH:11][CH:10]=[C:9]([S:13]([NH:17][C:18]2[CH:19]=[C:20]([CH:24]=[CH:25][CH:26]=2)[C:21]([OH:23])=[O:22])(=[O:15])=[O:14])[CH:8]=1, predict the reactants needed to synthesize it. The reactants are: [C:1]1([C:7]2[CH:8]=[C:9]([S:13](Cl)(=[O:15])=[O:14])[CH:10]=[CH:11][CH:12]=2)[CH:6]=[CH:5][CH:4]=[CH:3][CH:2]=1.[NH2:17][C:18]1[CH:19]=[C:20]([CH:24]=[CH:25][CH:26]=1)[C:21]([OH:23])=[O:22]. (2) The reactants are: [CH2:1]([O:3][C:4]([C:6]1[C:7]([NH:12][CH2:13][C:14]2[CH:15]=[C:16](B(O)O)[CH:17]=[C:18]([O:20][CH:21]([CH3:23])[CH3:22])[CH:19]=2)=[N:8][CH:9]=[CH:10][CH:11]=1)=[O:5])[CH3:2].[Br:27][C:28]1[CH:29]=[C:30]2[C:36](I)=[CH:35][N:34]([S:38]([C:41]3[CH:46]=[CH:45][CH:44]=[CH:43][CH:42]=3)(=[O:40])=[O:39])[C:31]2=[N:32][CH:33]=1.C([O-])([O-])=O.[K+].[K+].O. Given the product [Br:27][C:28]1[CH:29]=[C:30]2[C:36]([C:16]3[CH:15]=[C:14]([CH:19]=[C:18]([O:20][CH:21]([CH3:23])[CH3:22])[CH:17]=3)[CH2:13][NH:12][C:7]3[N:8]=[CH:9][CH:10]=[CH:11][C:6]=3[C:4]([O:3][CH2:1][CH3:2])=[O:5])=[CH:35][N:34]([S:38]([C:41]3[CH:46]=[CH:45][CH:44]=[CH:43][CH:42]=3)(=[O:39])=[O:40])[C:31]2=[N:32][CH:33]=1, predict the reactants needed to synthesize it. (3) The reactants are: C(NC(C)C)(C)C.C([Li])CCC.[C:13]([Si:17]([O:20][C:21]1[CH:26]=[CH:25][C:24]([F:27])=[CH:23][C:22]=1[O:28][CH3:29])([CH3:19])[CH3:18])([CH3:16])([CH3:15])[CH3:14].[C:30](O[C:30]([O:32][C:33]([CH3:36])([CH3:35])[CH3:34])=[O:31])([O:32][C:33]([CH3:36])([CH3:35])[CH3:34])=[O:31]. Given the product [C:33]([O:32][C:30](=[O:31])[C:23]1[C:24]([F:27])=[CH:25][CH:26]=[C:21]([O:20][Si:17]([C:13]([CH3:16])([CH3:15])[CH3:14])([CH3:19])[CH3:18])[C:22]=1[O:28][CH3:29])([CH3:36])([CH3:35])[CH3:34], predict the reactants needed to synthesize it.